From a dataset of Full USPTO retrosynthesis dataset with 1.9M reactions from patents (1976-2016). Predict the reactants needed to synthesize the given product. (1) Given the product [CH3:15][N:9]1[C:10]2[C:6](=[CH:5][C:4]([N+:1]([O-:3])=[O:2])=[CH:12][CH:11]=2)[C:7]([C:13]#[N:14])=[N:8]1, predict the reactants needed to synthesize it. The reactants are: [N+:1]([C:4]1[CH:5]=[C:6]2[C:10](=[CH:11][CH:12]=1)[NH:9][N:8]=[C:7]2[C:13]#[N:14])([O-:3])=[O:2].[C:15]([O-])([O-])=O.[K+].[K+].N[C@H](C(O)=O)CCSC. (2) The reactants are: [OH:1][CH2:2][CH:3]1[CH2:17][C:7]2[C:8]3[CH:14]=[C:13]([C:15]#[N:16])[CH:12]=[CH:11][C:9]=3[S:10][C:6]=2[CH2:5][CH2:4]1.C(O)(C(F)(F)F)=O.CC(OI1(OC(C)=O)(OC(C)=O)OC(=O)C2C=CC=CC1=2)=O.[OH-].[Na+]. Given the product [CH:2]([CH:3]1[CH2:17][C:7]2[C:8]3[CH:14]=[C:13]([C:15]#[N:16])[CH:12]=[CH:11][C:9]=3[S:10][C:6]=2[CH2:5][CH2:4]1)=[O:1], predict the reactants needed to synthesize it. (3) Given the product [CH2:9]([O:27][C:13]1[CH:14]=[C:15]2[C:10](=[CH:11][CH:12]=1)[C:9](=[O:17])[N:8]([CH2:18][CH:19]([CH3:21])[CH3:20])[C:7]([C:22]([OH:24])=[O:23])=[C:6]2[O:5][CH2:1][CH2:2][CH2:3][CH3:4])[C:10]1[CH:15]=[CH:14][CH:13]=[CH:12][CH:11]=1, predict the reactants needed to synthesize it. The reactants are: [CH2:1]([O:5][C:6]1[C:15]2[C:10](=[CH:11][CH:12]=[C:13](F)[CH:14]=2)[C:9](=[O:17])[N:8]([CH2:18][CH:19]([CH3:21])[CH3:20])[C:7]=1[C:22]([O:24]CC)=[O:23])[CH2:2][CH2:3][CH3:4].[OH-:27].[Na+].Cl.[H-].[Na+]. (4) Given the product [O:1]1[CH2:6][CH2:5][N:4]([C:7]2[CH:8]=[N:9][C:10]3[C:15]([N:16]=2)=[CH:14][C:13]([O:17][C:18]2[CH:23]=[CH:22][C:21]([NH2:24])=[CH:20][CH:19]=2)=[CH:12][CH:11]=3)[CH2:3][CH2:2]1, predict the reactants needed to synthesize it. The reactants are: [O:1]1[CH2:6][CH2:5][N:4]([C:7]2[CH:8]=[N:9][C:10]3[C:15]([N:16]=2)=[CH:14][C:13]([O:17][C:18]2[CH:23]=[CH:22][C:21]([NH:24]C(=O)C(C)(C)C)=[CH:20][CH:19]=2)=[CH:12][CH:11]=3)[CH2:3][CH2:2]1.Cl.[OH-].[Na+].